Dataset: Peptide-MHC class II binding affinity with 134,281 pairs from IEDB. Task: Regression. Given a peptide amino acid sequence and an MHC pseudo amino acid sequence, predict their binding affinity value. This is MHC class II binding data. (1) The peptide sequence is YDKFLANVSTVLTRK. The MHC is DRB1_0701 with pseudo-sequence DRB1_0701. The binding affinity (normalized) is 0.780. (2) The binding affinity (normalized) is 0.179. The MHC is DRB4_0101 with pseudo-sequence DRB4_0103. The peptide sequence is GWIISNIFGAIPVLG. (3) The peptide sequence is LVVGIYDEPMTPGQC. The MHC is DRB1_0802 with pseudo-sequence DRB1_0802. The binding affinity (normalized) is 0.339. (4) The peptide sequence is KEDFLGSLVKEIPPRLLYAK. The MHC is DRB1_1101 with pseudo-sequence DRB1_1101. The binding affinity (normalized) is 0.427. (5) The peptide sequence is ALRWNLQMGHSVLPK. The MHC is DRB1_0405 with pseudo-sequence DRB1_0405. The binding affinity (normalized) is 0.395. (6) The peptide sequence is LAGLSTLPGNPAIASL. The binding affinity (normalized) is 0.432. The MHC is DRB1_0401 with pseudo-sequence DRB1_0401.